Dataset: Peptide-MHC class I binding affinity with 185,985 pairs from IEDB/IMGT. Task: Regression. Given a peptide amino acid sequence and an MHC pseudo amino acid sequence, predict their binding affinity value. This is MHC class I binding data. (1) The peptide sequence is FPLMAKNEA. The MHC is HLA-B07:02 with pseudo-sequence HLA-B07:02. The binding affinity (normalized) is 0.494. (2) The peptide sequence is LDKGKLWHL. The MHC is HLA-B08:02 with pseudo-sequence HLA-B08:02. The binding affinity (normalized) is 0.0847. (3) The peptide sequence is FPDGKPFTL. The MHC is HLA-A80:01 with pseudo-sequence HLA-A80:01. The binding affinity (normalized) is 0.0847.